From a dataset of Peptide-MHC class II binding affinity with 134,281 pairs from IEDB. Regression. Given a peptide amino acid sequence and an MHC pseudo amino acid sequence, predict their binding affinity value. This is MHC class II binding data. (1) The peptide sequence is FPKEVWEQIFSTWLL. The MHC is DRB1_1101 with pseudo-sequence DRB1_1101. The binding affinity (normalized) is 0.154. (2) The peptide sequence is IGLQYLGYVIRDLAA. The MHC is HLA-DQA10201-DQB10402 with pseudo-sequence HLA-DQA10201-DQB10402. The binding affinity (normalized) is 0.936. (3) The peptide sequence is VAANRIQLLALIATN. The MHC is DRB3_0202 with pseudo-sequence DRB3_0202. The binding affinity (normalized) is 0.135. (4) The peptide sequence is RRCKNIPQPVRALLE. The MHC is HLA-DPA10201-DPB10501 with pseudo-sequence HLA-DPA10201-DPB10501. The binding affinity (normalized) is 0.189. (5) The MHC is DRB1_0101 with pseudo-sequence DRB1_0101. The peptide sequence is VASGFIGFCKSMGSK. The binding affinity (normalized) is 0.581. (6) The peptide sequence is DTGHGTVVMQVKVSK. The MHC is HLA-DQA10303-DQB10402 with pseudo-sequence HLA-DQA10303-DQB10402. The binding affinity (normalized) is 0.316. (7) The peptide sequence is KAQGKTLGVNMVRRG. The MHC is HLA-DQA10601-DQB10402 with pseudo-sequence HLA-DQA10601-DQB10402. The binding affinity (normalized) is 0.509. (8) The peptide sequence is WSWVRQPPGRGLEWI. The MHC is DRB1_0301 with pseudo-sequence DRB1_0301. The binding affinity (normalized) is 0.